From a dataset of TCR-epitope binding with 47,182 pairs between 192 epitopes and 23,139 TCRs. Binary Classification. Given a T-cell receptor sequence (or CDR3 region) and an epitope sequence, predict whether binding occurs between them. The epitope is GTSGSPIVNR. The TCR CDR3 sequence is CAIGPRTSRNEQFF. Result: 0 (the TCR does not bind to the epitope).